From a dataset of Reaction yield outcomes from USPTO patents with 853,638 reactions. Predict the reaction yield, written as a fraction of the theoretical maximum amount of product (1.0 means a 100% yield; for example, 0.34 means a 34% yield). (1) The reactants are [H-].C([Al+]CC(C)C)C(C)C.C([O:13][C:14]([C:16]1[C:25]([Cl:26])=[CH:24][C:23]2[C:18](=[C:19]([CH2:27][N:28]([CH3:30])[CH3:29])[CH:20]=[CH:21][CH:22]=2)[CH:17]=1)=O)C.O. The catalyst is C1COCC1. The product is [Cl:26][C:25]1[C:16]([CH2:14][OH:13])=[CH:17][C:18]2[C:23]([CH:24]=1)=[CH:22][CH:21]=[CH:20][C:19]=2[CH2:27][N:28]([CH3:29])[CH3:30]. The yield is 0.960. (2) The reactants are Br[C:2]1[CH:3]=[N:4][CH:5]=[C:6]([O:8][CH2:9][C@@H:10]2[CH2:13][CH2:12][N:11]2[C:14]([O:16][C:17]([CH3:20])([CH3:19])[CH3:18])=[O:15])[CH:7]=1.[CH3:21][Sn:22]([CH3:28])([CH3:27])[Sn:22]([CH3:28])([CH3:27])[CH3:21]. The catalyst is C1(C)C=CC=CC=1.C1C=CC([P]([Pd]([P](C2C=CC=CC=2)(C2C=CC=CC=2)C2C=CC=CC=2)([P](C2C=CC=CC=2)(C2C=CC=CC=2)C2C=CC=CC=2)[P](C2C=CC=CC=2)(C2C=CC=CC=2)C2C=CC=CC=2)(C2C=CC=CC=2)C2C=CC=CC=2)=CC=1. The product is [C:17]([O:16][C:14]([N:11]1[CH2:12][CH2:13][C@H:10]1[CH2:9][O:8][C:6]1[CH:5]=[N:4][CH:3]=[C:2]([Sn:22]([CH3:28])([CH3:27])[CH3:21])[CH:7]=1)=[O:15])([CH3:20])([CH3:19])[CH3:18]. The yield is 0.900. (3) The reactants are C1COCC1.Cl[C:7]1[C:8]2[CH:21]=[C:20]([CH3:22])[S:19][C:9]=2[N:10]=[C:11]([CH2:13][CH2:14][C:15]([F:18])([F:17])[F:16])[N:12]=1.[CH3:23][SH:24].[Na]. The catalyst is O. The product is [CH3:22][C:20]1[S:19][C:9]2[N:10]=[C:11]([CH2:13][CH2:14][C:15]([F:18])([F:17])[F:16])[N:12]=[C:7]([S:24][CH3:23])[C:8]=2[CH:21]=1. The yield is 0.820. (4) The reactants are COC(=O)N[C@H](C(=O)[NH:18][CH2:19][CH2:20][CH2:21][CH2:22][C@H:23]([N:30]([S:35]([C:38]1[CH:43]=[CH:42][C:41]([NH2:44])=[CH:40][CH:39]=1)(=[O:37])=[O:36])[CH2:31][CH:32]([CH3:34])[CH3:33])[CH2:24][O:25][P:26]([OH:29])([OH:28])=[O:27])CC1C=CC2C(=CC=CC=2)C=1.[C:47]([NH:50][C@@H:51]([CH:55]([C:62]1[CH:67]=[CH:66][CH:65]=[CH:64][CH:63]=1)[C:56]1[CH:61]=[CH:60][CH:59]=[CH:58][CH:57]=1)[C:52](O)=[O:53])(=[O:49])[CH3:48]. No catalyst specified. The product is [C:47]([NH:50][C@@H:51]([CH:55]([C:62]1[CH:63]=[CH:64][CH:65]=[CH:66][CH:67]=1)[C:56]1[CH:57]=[CH:58][CH:59]=[CH:60][CH:61]=1)[C:52]([NH:18][CH2:19][CH2:20][CH2:21][CH2:22][C@H:23]([N:30]([S:35]([C:38]1[CH:43]=[CH:42][C:41]([NH2:44])=[CH:40][CH:39]=1)(=[O:37])=[O:36])[CH2:31][CH:32]([CH3:33])[CH3:34])[CH2:24][O:25][P:26](=[O:27])([OH:28])[OH:29])=[O:53])(=[O:49])[CH3:48]. The yield is 0.300.